This data is from Forward reaction prediction with 1.9M reactions from USPTO patents (1976-2016). The task is: Predict the product of the given reaction. (1) Given the reactants [Cl:1][C:2]1[CH:3]=[C:4]2[C:8](=[CH:9][CH:10]=1)[N:7]([S:11]([C:14]1[CH:15]=[C:16]([CH:32]=[CH:33][CH:34]=1)[C:17]([NH:19][C:20]1[CH:29]=[CH:28][C:27]([CH:30]=O)=[CH:26][C:21]=1[C:22]([O:24]C)=[O:23])=[O:18])(=[O:13])=[O:12])[CH2:6][CH2:5]2.Cl.[NH2:36][OH:37].[OH-].[Na+].Cl, predict the reaction product. The product is: [Cl:1][C:2]1[CH:3]=[C:4]2[C:8](=[CH:9][CH:10]=1)[N:7]([S:11]([C:14]1[CH:15]=[C:16]([CH:32]=[CH:33][CH:34]=1)[C:17]([NH:19][C:20]1[CH:29]=[CH:28][C:27](/[CH:30]=[N:36]/[OH:37])=[CH:26][C:21]=1[C:22]([OH:24])=[O:23])=[O:18])(=[O:13])=[O:12])[CH2:6][CH2:5]2. (2) Given the reactants [CH2:1](O)[CH2:2][CH2:3][CH2:4][CH2:5][CH2:6][CH2:7][CH2:8][CH2:9][CH2:10][CH2:11][CH2:12][CH2:13][CH2:14][CH2:15][CH2:16][CH2:17][CH2:18][CH2:19][CH2:20][OH:21].[BrH:23], predict the reaction product. The product is: [Br:23][CH2:1][CH2:2][CH2:3][CH2:4][CH2:5][CH2:6][CH2:7][CH2:8][CH2:9][CH2:10][CH2:11][CH2:12][CH2:13][CH2:14][CH2:15][CH2:16][CH2:17][CH2:18][CH2:19][CH2:20][OH:21]. (3) Given the reactants [CH:1]1[C:6]2[CH2:7][CH2:8][CH2:9][CH2:10][C:11](=O)[C:5]=2[CH:4]=[CH:3][CH:2]=1.Cl.[CH3:14][O:15][C:16]1[CH:21]=[CH:20][C:19]([NH:22]N)=[CH:18][CH:17]=1, predict the reaction product. The product is: [CH3:14][O:15][C:16]1[CH:17]=[C:18]2[C:19](=[CH:20][CH:21]=1)[NH:22][C:11]1[C:5]3[CH:4]=[CH:3][CH:2]=[CH:1][C:6]=3[CH2:7][CH2:8][CH2:9][C:10]2=1. (4) Given the reactants [CH:1]1[C:14]2[CH:13]([C:15]3[CH:41]=[CH:40][C:18]4[S:19][C:20]5[CH:25]=[CH:24][C:23]([CH:26]6[C:39]7[CH:38]=[CH:37][CH:36]=[CH:35][C:34]=7[O:33][C:32]7[C:27]6=[CH:28][CH:29]=[CH:30][CH:31]=7)=[CH:22][C:21]=5[C:17]=4[CH:16]=3)[C:12]3[C:7](=[CH:8][CH:9]=[CH:10][CH:11]=3)[O:6][C:5]=2[CH:4]=[CH:3][CH:2]=1.[CH2:42]([Li])[CH2:43][CH2:44][CH3:45].[CH2:47](I)[CH2:48][CH2:49][CH3:50], predict the reaction product. The product is: [CH2:42]([C:26]1([C:23]2[CH:24]=[CH:25][C:20]3[S:19][C:18]4[CH:40]=[CH:41][C:15]([C:13]5([CH2:47][CH2:48][CH2:49][CH3:50])[C:14]6[CH:1]=[CH:2][CH:3]=[CH:4][C:5]=6[O:6][C:7]6[C:12]5=[CH:11][CH:10]=[CH:9][CH:8]=6)=[CH:16][C:17]=4[C:21]=3[CH:22]=2)[C:39]2[CH:38]=[CH:37][CH:36]=[CH:35][C:34]=2[O:33][C:32]2[C:27]1=[CH:28][CH:29]=[CH:30][CH:31]=2)[CH2:43][CH2:44][CH3:45]. (5) Given the reactants [NH2:1][C:2]1[CH:3]=[C:4]([OH:8])[CH:5]=[CH:6][CH:7]=1.C([O-])([O-])=O.[Na+].[Na+].[C:15](Cl)(=[O:20])[C:16]([CH3:19])([CH3:18])[CH3:17], predict the reaction product. The product is: [OH:8][C:4]1[CH:3]=[C:2]([NH:1][C:15](=[O:20])[C:16]([CH3:19])([CH3:18])[CH3:17])[CH:7]=[CH:6][CH:5]=1.